The task is: Predict the reactants needed to synthesize the given product.. This data is from Retrosynthesis with 50K atom-mapped reactions and 10 reaction types from USPTO. (1) Given the product O=C(Nc1ccc2[nH]c(C(=O)O)nc2c1)c1ccccc1, predict the reactants needed to synthesize it. The reactants are: COC(=O)c1nc2cc(NC(=O)c3ccccc3)ccc2[nH]1. (2) Given the product CCCc1c(C(=O)NCc2ccc(-c3ccc(OCC(=O)O)cc3)cc2)cnn1-c1ccccc1, predict the reactants needed to synthesize it. The reactants are: CCCc1c(C(=O)NCc2ccc(-c3ccc(OCC(=O)OC)cc3)cc2)cnn1-c1ccccc1. (3) Given the product CC(C)(C)OC(=O)N1CCN(c2ccc(F)c(C(=O)O)c2F)CC1, predict the reactants needed to synthesize it. The reactants are: CC(C)(C)OC(=O)N1CCNCC1.O=C(O)c1c(F)ccc(Br)c1F. (4) Given the product CCc1sc(C#C[Si](C)(C)C)nc1C(=O)O, predict the reactants needed to synthesize it. The reactants are: C#C[Si](C)(C)C.CCc1sc(Br)nc1C(=O)O. (5) Given the product COc1ccc(N2CCC(NC(=O)OC(C)(C)C)CC2)c([N+](=O)[O-])c1, predict the reactants needed to synthesize it. The reactants are: CC(C)(C)OC(=O)NC1CCNCC1.COc1ccc(Cl)c([N+](=O)[O-])c1. (6) Given the product COC(=O)c1cncc(C(=O)O)c1OC, predict the reactants needed to synthesize it. The reactants are: COC(=O)c1cncc(C(=O)OC)c1OC. (7) Given the product Clc1ccc([C@@H]2CN(Cc3ccccc3)CC[C@@H]2N2CCNCC2)cc1, predict the reactants needed to synthesize it. The reactants are: C1CNCCN1.O=C1CCN(Cc2ccccc2)CC1c1ccc(Cl)cc1. (8) Given the product CCc1cc(Cl)cc(N)c1C(=O)OC, predict the reactants needed to synthesize it. The reactants are: C=Cc1cc(Cl)cc(N)c1C(=O)OC. (9) Given the product COC(=O)[C@H](Cc1ccc(O)cc1)NC(=O)c1cc2ccccc2cn1, predict the reactants needed to synthesize it. The reactants are: COC(=O)[C@@H](N)Cc1ccc(O)cc1.O=C(O)c1cc2ccccc2cn1. (10) Given the product CO[C@]12C[C@@H](COS(=O)(=O)c3ccc(C)cc3)CN(C)[C@@H]1Cc1cn(C)c3cccc2c13, predict the reactants needed to synthesize it. The reactants are: CO[C@]12C[C@@H](CO)CN(C)[C@@H]1Cc1cn(C)c3cccc2c13.Cc1ccc(S(=O)(=O)Cl)cc1.